Predict which catalyst facilitates the given reaction. From a dataset of Catalyst prediction with 721,799 reactions and 888 catalyst types from USPTO. (1) Reactant: Cl[C:2]1[CH:7]=[C:6]([Cl:8])[N:5]=[CH:4][N:3]=1.[CH2:9]([O:11][C:12]([CH2:14][N:15]1[CH2:20][CH2:19][NH:18][CH2:17][CH2:16]1)=[O:13])[CH3:10].C(N(C(C)C)CC)(C)C. Product: [CH2:9]([O:11][C:12](=[O:13])[CH2:14][N:15]1[CH2:20][CH2:19][N:18]([C:2]2[CH:7]=[C:6]([Cl:8])[N:5]=[CH:4][N:3]=2)[CH2:17][CH2:16]1)[CH3:10]. The catalyst class is: 32. (2) Reactant: [Cl:1][C:2]1[CH:7]=[C:6]([N:8]2[CH2:13][CH2:12][O:11][CH2:10][CH2:9]2)[N:5]=[C:4]([CH2:14]O)[N:3]=1.C(Br)(Br)(Br)[Br:17].C1(P(C2C=CC=CC=2)C2C=CC=CC=2)C=CC=CC=1. Product: [Br:17][CH2:14][C:4]1[N:5]=[C:6]([N:8]2[CH2:13][CH2:12][O:11][CH2:10][CH2:9]2)[CH:7]=[C:2]([Cl:1])[N:3]=1. The catalyst class is: 2. (3) Reactant: [H-].[Na+].[CH3:3][O:4][C:5](=[O:17])[CH2:6][C:7]1[CH:16]=[CH:15][C:10]([C:11]([O:13][CH3:14])=[O:12])=[CH:9][CH:8]=1.[CH2:18](Br)[C:19]#[CH:20].CO. Product: [CH3:3][O:4][C:5](=[O:17])[CH:6]([CH2:20][C:19]#[CH:18])[C:7]1[CH:16]=[CH:15][C:10]([C:11]([O:13][CH3:14])=[O:12])=[CH:9][CH:8]=1. The catalyst class is: 7. (4) Reactant: [CH3:1][C:2]1[N:3]([CH:14]2[CH2:19][CH2:18][O:17][CH2:16][CH2:15]2)[C:4]([C:7]2[CH:12]=[CH:11][N:10]=[C:9]([NH2:13])[N:8]=2)=[CH:5][N:6]=1.Br[C:21]1[CH:26]=[CH:25][C:24]([S:27]([NH:30][CH:31]2[CH2:36][CH2:35][N:34]([CH3:37])[CH2:33][CH2:32]2)(=[O:29])=[O:28])=[CH:23][CH:22]=1.C([O-])([O-])=O.[Cs+].[Cs+].CC(C1C=C(C(C)C)C(C2C=CC=CC=2P(C2CCCCC2)C2CCCCC2)=C(C(C)C)C=1)C. Product: [CH3:37][N:34]1[CH2:35][CH2:36][CH:31]([NH:30][S:27]([C:24]2[CH:25]=[CH:26][C:21]([NH:13][C:9]3[N:8]=[C:7]([C:4]4[N:3]([CH:14]5[CH2:19][CH2:18][O:17][CH2:16][CH2:15]5)[C:2]([CH3:1])=[N:6][CH:5]=4)[CH:12]=[CH:11][N:10]=3)=[CH:22][CH:23]=2)(=[O:28])=[O:29])[CH2:32][CH2:33]1. The catalyst class is: 110. (5) Reactant: Cl.[CH2:2]([O:9][C@:10]1([CH:44](OC)[O:45]C)[C@@:14]([CH2:24][OH:25])([CH2:15][O:16][CH2:17][C:18]2[CH:23]=[CH:22][CH:21]=[CH:20][CH:19]=2)[O:13][C@@H:12]([N:26]2[CH:34]=[C:32]([CH3:33])[C:30](=[O:31])[N:29]([CH2:35][O:36][CH2:37][C:38]3[CH:43]=[CH:42][CH:41]=[CH:40][CH:39]=3)[C:27]2=[O:28])[CH2:11]1)[C:3]1[CH:8]=[CH:7][CH:6]=[CH:5][CH:4]=1.C(=O)(O)[O-].[Na+]. Product: [CH2:2]([O:9][C@:10]1([CH2:44][OH:45])[C@@:14]([CH2:24][OH:25])([CH2:15][O:16][CH2:17][C:18]2[CH:19]=[CH:20][CH:21]=[CH:22][CH:23]=2)[O:13][C@@H:12]([N:26]2[CH:34]=[C:32]([CH3:33])[C:30](=[O:31])[N:29]([CH2:35][O:36][CH2:37][C:38]3[CH:39]=[CH:40][CH:41]=[CH:42][CH:43]=3)[C:27]2=[O:28])[CH2:11]1)[C:3]1[CH:8]=[CH:7][CH:6]=[CH:5][CH:4]=1. The catalyst class is: 7. (6) Reactant: Br[CH2:2][C:3]1[CH:8]=[CH:7][C:6]([CH2:9][CH2:10][N:11]2[CH:16]=[CH:15][C:14]([O:17][CH2:18][C:19]3[CH:24]=[CH:23][C:22]([Br:25])=[CH:21][N:20]=3)=[CH:13][C:12]2=[O:26])=[CH:5][CH:4]=1.[NH:27]1[CH2:31][CH2:30][CH2:29][CH2:28]1. Product: [Br:25][C:22]1[CH:23]=[CH:24][C:19]([CH2:18][O:17][C:14]2[CH:15]=[CH:16][N:11]([CH2:10][CH2:9][C:6]3[CH:7]=[CH:8][C:3]([CH2:2][N:27]4[CH2:31][CH2:30][CH2:29][CH2:28]4)=[CH:4][CH:5]=3)[C:12](=[O:26])[CH:13]=2)=[N:20][CH:21]=1. The catalyst class is: 10. (7) Product: [NH2:7][CH2:8][CH2:9][CH2:10][CH2:11][C@H:12]([N:15]([CH2:16][CH:17]([CH3:19])[CH3:18])[S:20]([C:23]1[CH:24]=[CH:25][C:26]([C:29]#[N:30])=[CH:27][CH:28]=1)(=[O:22])=[O:21])[CH2:13][OH:14]. Reactant: C(OC(=O)[NH:7][CH2:8][CH2:9][CH2:10][CH2:11][C@H:12]([N:15]([S:20]([C:23]1[CH:28]=[CH:27][C:26]([C:29]#[N:30])=[CH:25][CH:24]=1)(=[O:22])=[O:21])[CH2:16][CH:17]([CH3:19])[CH3:18])[CH2:13][OH:14])(C)(C)C.Cl. The catalyst class is: 5. (8) Reactant: Br[C:2]([CH3:16])=[C:3]([C:10]1[CH:15]=[CH:14][CH:13]=[CH:12][CH:11]=1)[C:4]1[CH:9]=[CH:8][CH:7]=[CH:6][CH:5]=1.C1COCC1.C([Li])CCC.Cl[P:28]([C:35]1[CH:40]=[CH:39][CH:38]=[CH:37][CH:36]=1)[C:29]1[CH:34]=[CH:33][CH:32]=[CH:31][CH:30]=1. Product: [C:4]1([C:3]([C:10]2[CH:15]=[CH:14][CH:13]=[CH:12][CH:11]=2)=[C:2]([P:28]([C:35]2[CH:36]=[CH:37][CH:38]=[CH:39][CH:40]=2)[C:29]2[CH:34]=[CH:33][CH:32]=[CH:31][CH:30]=2)[CH3:16])[CH:9]=[CH:8][CH:7]=[CH:6][CH:5]=1. The catalyst class is: 6.